From a dataset of Full USPTO retrosynthesis dataset with 1.9M reactions from patents (1976-2016). Predict the reactants needed to synthesize the given product. Given the product [CH3:1][O:2][C:3]1[CH:8]=[C:7]([CH3:9])[C:6]([C:10]2[CH:15]=[C:14]([O:16][CH3:17])[CH:13]=[CH:12][C:11]=2[O:18][P:28]2[O:34][C:33]3[CH:35]=[CH:36][CH:37]=[CH:38][C:32]=3[C:31]3[CH:39]=[CH:40][CH:41]=[CH:42][C:30]=3[O:29]2)=[CH:5][C:4]=1[O:19][P:28]1[O:29][C:30]2[CH:42]=[CH:41][CH:40]=[CH:39][C:31]=2[C:32]2[CH:33]=[CH:35][CH:36]=[CH:25][C:26]=2[O:34]1, predict the reactants needed to synthesize it. The reactants are: [CH3:1][O:2][C:3]1[CH:8]=[C:7]([CH3:9])[C:6]([C:10]2[C:11]([OH:18])=[CH:12][CH:13]=[C:14]([O:16][CH3:17])[CH:15]=2)=[CH:5][C:4]=1[OH:19].C(N([CH2:25][CH3:26])CC)C.Cl[P:28]1[O:34][C:33]2[CH:35]=[CH:36][CH:37]=[CH:38][C:32]=2[C:31]2[CH:39]=[CH:40][CH:41]=[CH:42][C:30]=2[O:29]1.